This data is from Full USPTO retrosynthesis dataset with 1.9M reactions from patents (1976-2016). The task is: Predict the reactants needed to synthesize the given product. (1) Given the product [Br:9][C:4]1[N:3]=[C:2]2[N:1]=[C:10]([CH3:11])[NH:8][C:7]2=[CH:6][CH:5]=1, predict the reactants needed to synthesize it. The reactants are: [NH2:1][C:2]1[C:7]([NH2:8])=[CH:6][CH:5]=[C:4]([Br:9])[N:3]=1.[C:10](OCC)(OCC)(OCC)[CH3:11].C(=O)([O-])[O-].[K+].[K+]. (2) Given the product [F:8][C:4]1[CH:5]=[CH:6][CH:7]=[C:2]([F:1])[C:3]=1[N:9]1[C:13]([NH2:14])=[C:12]([N:16]=[O:17])[CH:11]=[N:10]1, predict the reactants needed to synthesize it. The reactants are: [F:1][C:2]1[CH:7]=[CH:6][CH:5]=[C:4]([F:8])[C:3]=1[N:9]1[C:13]([NH2:14])=[CH:12][CH:11]=[N:10]1.Cl.[N:16](OCCC(C)C)=[O:17].[OH-].[NH4+]. (3) Given the product [C:1]([NH:9][C:10]1[C:11]([C:21]([OH:23])=[O:22])=[N:12][N:13]([CH:15]2[CH2:20][CH2:19][CH2:18][CH2:17][O:16]2)[CH:14]=1)(=[O:8])[C:2]1[CH:7]=[CH:6][CH:5]=[CH:4][CH:3]=1, predict the reactants needed to synthesize it. The reactants are: [C:1]([NH:9][C:10]1[C:11]([C:21]([O:23]C)=[O:22])=[N:12][N:13]([CH:15]2[CH2:20][CH2:19][CH2:18][CH2:17][O:16]2)[CH:14]=1)(=[O:8])[C:2]1[CH:7]=[CH:6][CH:5]=[CH:4][CH:3]=1.Cl. (4) Given the product [C:39]([O:42][C:26](=[O:25])[CH2:27][C:3](=[O:23])[C:4]1[CH:9]=[CH:8][CH:7]=[C:6]([C:10]2[S:11][CH:12]=[C:13]([CH2:15][O:16][CH:17]3[CH2:22][CH2:21][CH2:20][CH2:19][O:18]3)[N:14]=2)[CH:5]=1)([CH3:43])([CH3:40])[CH3:38].[CH3:1][O:2][C:3](=[O:23])[C:4]1[CH:9]=[CH:8][CH:7]=[C:6]([C:10]2[S:11][CH:12]=[C:13]([CH2:15][OH:16])[N:14]=2)[CH:5]=1, predict the reactants needed to synthesize it. The reactants are: [CH3:1][O:2][C:3](=[O:23])[C:4]1[CH:9]=[CH:8][CH:7]=[C:6]([C:10]2[S:11][CH:12]=[C:13]([CH2:15][O:16][CH:17]3[CH2:22][CH2:21][CH2:20][CH2:19][O:18]3)[N:14]=2)[CH:5]=1.C[O:25][C:26](=O)[C:27]1C=CC=C(C(=S)N)C=1.Cl[CH2:38][C:39](=[O:42])[CH2:40]Cl.[C:43](=O)(O)[O-].[Na+].C[O-].[Na+]. (5) Given the product [Cl:33][C:19]1[C:20]([NH:22][C:23]2[CH:32]=[CH:31][CH:30]=[CH:29][C:24]=2[C:25]([NH:27][CH3:28])=[O:26])=[N:21][C:16]([NH:1][C:2]2[CH:14]=[CH:13][C:5]3[C:6](=[O:12])[N:7]([CH3:11])[CH2:8][CH2:9][O:10][C:4]=3[CH:3]=2)=[N:17][CH:18]=1, predict the reactants needed to synthesize it. The reactants are: [NH2:1][C:2]1[CH:14]=[CH:13][C:5]2[C:6](=[O:12])[N:7]([CH3:11])[CH2:8][CH2:9][O:10][C:4]=2[CH:3]=1.Cl[C:16]1[N:21]=[C:20]([NH:22][C:23]2[CH:32]=[CH:31][CH:30]=[CH:29][C:24]=2[C:25]([NH:27][CH3:28])=[O:26])[C:19]([Cl:33])=[CH:18][N:17]=1. (6) Given the product [C:3]1([CH:2]2[CH2:1][O:11]2)[CH:8]=[CH:7][CH:6]=[CH:5][CH:4]=1, predict the reactants needed to synthesize it. The reactants are: [CH2:1]=[CH:2][C:3]1[CH:8]=[CH:7][CH:6]=[CH:5][CH:4]=1.CC1(C)O[C@H]2[C@@H]3OC(C)(C)O[C@]3(C(O)=O)O[C@H]2C[O:11]1.O.OO.NC(N)=O. (7) Given the product [Br:28][C:2]1[N:3]=[N:4][C:5]([C:8]2[CH:9]=[N:10][CH:11]=[C:12]([CH:18]=2)[C:13]([O:15][CH2:16][CH3:17])=[O:14])=[CH:6][N:7]=1, predict the reactants needed to synthesize it. The reactants are: N[C:2]1[N:3]=[N:4][C:5]([C:8]2[CH:9]=[N:10][CH:11]=[C:12]([CH:18]=2)[C:13]([O:15][CH2:16][CH3:17])=[O:14])=[CH:6][N:7]=1.N(OCCC(C)C)=O.C(Br)(Br)[Br:28].